From a dataset of Full USPTO retrosynthesis dataset with 1.9M reactions from patents (1976-2016). Predict the reactants needed to synthesize the given product. (1) Given the product [F:52][C:53]([F:58])([F:57])[C:54]([O-:56])=[O:55].[C:8]([NH:17][NH:18][C:19]([C:20]1[CH:21]=[CH:22][CH:23]=[CH:24][C:25]=1[C:26]1[C:27]2[C:32]([O:33][C:34]3[C:39]=1[CH:38]=[CH:37][C:36](=[N+:40]([CH2:43][CH3:44])[CH2:41][CH3:42])[CH:35]=3)=[CH:31][C:30]([N:45]([CH2:48][CH3:49])[CH2:46][CH3:47])=[CH:29][CH:28]=2)=[O:50])(=[NH:7])[NH2:9], predict the reactants needed to synthesize it. The reactants are: C(OC(=O)/[N:7]=[C:8](/[NH:17][N:18]1[C:26]2([C:39]3[CH:38]=[CH:37][C:36]([N:40]([CH2:43][CH3:44])[CH2:41][CH3:42])=[CH:35][C:34]=3[O:33][C:32]3[C:27]2=[CH:28][CH:29]=[C:30]([N:45]([CH2:48][CH3:49])[CH2:46][CH3:47])[CH:31]=3)[C:25]2[C:20](=[CH:21][CH:22]=[CH:23][CH:24]=2)[C:19]1=[O:50])\[NH:9]C(OC(C)(C)C)=O)(C)(C)C.[F:52][C:53]([F:58])([F:57])[C:54]([OH:56])=[O:55]. (2) Given the product [Br:1][C:2]1[CH:3]=[C:4]2[C:15](=[CH:16][CH:17]=1)[O:14][C:7]1[C:8]([F:13])=[N:9][C:10]([Cl:12])=[CH:11][C:6]=1[C:5]2([CH3:19])[OH:18], predict the reactants needed to synthesize it. The reactants are: [Br:1][C:2]1[CH:3]=[C:4]2[C:15](=[CH:16][CH:17]=1)[O:14][C:7]1[C:8]([F:13])=[N:9][C:10]([Cl:12])=[CH:11][C:6]=1[C:5]2=[O:18].[CH3:19][Mg]Br.[NH4+].[Cl-].O. (3) Given the product [CH3:1][C:2]1([CH3:27])[CH2:11][C:10]2[C:5](=[CH:6][CH:7]=[C:8]([C:12]([O:14][CH3:15])=[O:13])[CH:9]=2)[NH:4][CH:3]1[C:16]1[CH:17]=[CH:18][C:19]([S:22](=[O:26])(=[O:25])[NH:23][CH3:24])=[CH:20][CH:21]=1, predict the reactants needed to synthesize it. The reactants are: [CH3:1][C:2]1([CH3:27])[CH2:11][C:10]2[C:5](=[CH:6][CH:7]=[C:8]([C:12]([O:14][CH3:15])=[O:13])[CH:9]=2)[N:4]=[C:3]1[C:16]1[CH:21]=[CH:20][C:19]([S:22](=[O:26])(=[O:25])[NH:23][CH3:24])=[CH:18][CH:17]=1. (4) Given the product [F:33][C:34]1[C:39]([O:40][CH3:41])=[CH:38][CH:37]=[C:36]([C:42]2[CH:46]=[CH:45][O:44][CH:43]=2)[C:35]=1[CH2:47][NH:48][C:2]1[C:3]2[C:4](=[N:8][N:9]([CH2:11][C:12]3[CH:17]=[CH:16][C:15]([CH2:18][N:19]4[CH:23]=[CH:22][CH:21]=[N:20]4)=[CH:14][CH:13]=3)[CH:10]=2)[N:5]=[CH:6][N:7]=1, predict the reactants needed to synthesize it. The reactants are: Cl[C:2]1[C:3]2[C:4](=[N:8][N:9]([CH2:11][C:12]3[CH:17]=[CH:16][C:15]([CH2:18][N:19]4[CH:23]=[CH:22][CH:21]=[N:20]4)=[CH:14][CH:13]=3)[CH:10]=2)[N:5]=[CH:6][N:7]=1.CCN(C(C)C)C(C)C.[F:33][C:34]1[C:39]([O:40][CH3:41])=[CH:38][CH:37]=[C:36]([C:42]2[CH:46]=[CH:45][O:44][CH:43]=2)[C:35]=1[CH2:47][NH2:48]. (5) Given the product [CH3:49][Si:26]([CH3:48])([CH2:27][CH2:28][C:29]([F:47])([F:46])[C:30]([F:44])([F:45])[C:31]([F:42])([F:43])[C:32]([F:40])([F:41])[C:33]([F:38])([F:39])[C:34]([F:35])([F:36])[F:37])[CH2:25][CH2:24][CH2:23][CH2:22][O:21][C:18]1[CH:19]=[CH:20][C:15]([C:12]2[N:11]=[CH:10][C:9]([OH:8])=[CH:14][N:13]=2)=[CH:16][CH:17]=1, predict the reactants needed to synthesize it. The reactants are: C([O:8][C:9]1[CH:10]=[N:11][C:12]([C:15]2[CH:20]=[CH:19][C:18]([O:21][CH2:22][CH2:23][CH2:24][CH2:25][Si:26]([CH3:49])([CH3:48])[CH2:27][CH2:28][C:29]([F:47])([F:46])[C:30]([F:45])([F:44])[C:31]([F:43])([F:42])[C:32]([F:41])([F:40])[C:33]([F:39])([F:38])[C:34]([F:37])([F:36])[F:35])=[CH:17][CH:16]=2)=[N:13][CH:14]=1)C1C=CC=CC=1.